Dataset: hERG potassium channel inhibition data for cardiac toxicity prediction from Karim et al.. Task: Regression/Classification. Given a drug SMILES string, predict its toxicity properties. Task type varies by dataset: regression for continuous values (e.g., LD50, hERG inhibition percentage) or binary classification for toxic/non-toxic outcomes (e.g., AMES mutagenicity, cardiotoxicity, hepatotoxicity). Dataset: herg_karim. (1) The drug is CCN1CCN(Cc2cnc(-c3ccc(C(=O)Nc4ccccc4N)cc3)c(C)c2)CC1. The result is 0 (non-blocker). (2) The molecule is CCN1CCC[C@@H](C(=O)N2CCN(C(=O)Nc3ccc(Cl)c(Cl)c3)CC2)C1. The result is 1 (blocker). (3) The molecule is O=C(O)c1ccc(NC(=O)[C@H](C2CCCCC2)n2c(-c3ccc(Cl)cc3)nc3cc(F)c(F)cc32)cc1. The result is 0 (non-blocker). (4) The drug is O=c1n(Cc2ccccc2)c2sc3c(c2c2ncnn12)CCN(CC1CCOCC1)C3. The result is 1 (blocker). (5) The compound is N[C@@H](Cn1c(=O)cnc2ccc(F)cc21)[C@H]1CC[C@H](NCc2ccc3c(n2)NC(=O)CO3)CC1. The result is 0 (non-blocker). (6) The molecule is COc1ccccc1Oc1cccc(CN2CCC3(CC2)CCN(C(=O)c2cccc[n+]2[O-])CC3)c1. The result is 0 (non-blocker). (7) The molecule is Cc1cccc(Nc2nc(N[C@@H]3CC(F)(F)CC[C@@H]3N)ncc2C(N)=O)c1. The result is 1 (blocker). (8) The drug is O=C(N[C@@H](COc1ccc2[nH]c(=O)[nH]c2c1)c1ccccc1)c1cccn(Cc2ccc(F)c(F)c2)c1=O. The result is 0 (non-blocker). (9) The compound is O=S(=O)(c1ccc(/C=C/c2ccncc2)nc1)c1ccccc1F. The result is 1 (blocker).